This data is from Peptide-MHC class I binding affinity with 185,985 pairs from IEDB/IMGT. The task is: Regression. Given a peptide amino acid sequence and an MHC pseudo amino acid sequence, predict their binding affinity value. This is MHC class I binding data. (1) The peptide sequence is TYGPVFMCL. The MHC is HLA-B53:01 with pseudo-sequence HLA-B53:01. The binding affinity (normalized) is 0. (2) The peptide sequence is AITLVVISV. The MHC is HLA-A68:02 with pseudo-sequence HLA-A68:02. The binding affinity (normalized) is 0.291. (3) The peptide sequence is MPCMINDTHF. The MHC is HLA-B51:01 with pseudo-sequence HLA-B51:01. The binding affinity (normalized) is 0.409. (4) The peptide sequence is LSPRTLNAW. The MHC is HLA-B15:03 with pseudo-sequence HLA-B15:03. The binding affinity (normalized) is 0.169. (5) The peptide sequence is KCNPNLHYW. The MHC is HLA-A80:01 with pseudo-sequence HLA-A80:01. The binding affinity (normalized) is 0.0847. (6) The peptide sequence is IRQAGVQYS. The MHC is HLA-A68:02 with pseudo-sequence HLA-A68:02. The binding affinity (normalized) is 0. (7) The peptide sequence is LLFRMILNY. The MHC is HLA-B27:03 with pseudo-sequence HLA-B27:03. The binding affinity (normalized) is 0.0847.